Dataset: Peptide-MHC class II binding affinity with 134,281 pairs from IEDB. Task: Regression. Given a peptide amino acid sequence and an MHC pseudo amino acid sequence, predict their binding affinity value. This is MHC class II binding data. (1) The peptide sequence is PAPMLAAAAGWQTLS. The MHC is DRB1_0401 with pseudo-sequence DRB1_0401. The binding affinity (normalized) is 0.378. (2) The peptide sequence is AAHSAAFEDLRVSSY. The MHC is H-2-IAk with pseudo-sequence H-2-IAk. The binding affinity (normalized) is 0.138. (3) The peptide sequence is DVSGVQAPVGAITTI. The MHC is DRB1_1101 with pseudo-sequence DRB1_1101. The binding affinity (normalized) is 0.